Task: Predict the reaction yield, written as a fraction of the theoretical maximum amount of product (1.0 means a 100% yield; for example, 0.34 means a 34% yield).. Dataset: Reaction yield outcomes from USPTO patents with 853,638 reactions (1) The yield is 0.630. The product is [OH:14][CH2:15][CH2:16][P:17]([N:18]([CH3:24])[CH2:19][CH2:20][CH2:21][N:22]([CH3:23])[C:11](=[O:13])[CH2:10][CH2:9][CH2:8][N:3]1[C:4](=[O:7])[CH:5]=[CH:6][C:2]1=[O:1])([CH2:26][CH2:27][OH:28])=[O:25]. The catalyst is C(Cl)Cl.C1COCC1.CN(C=O)C. The reactants are [O:1]=[C:2]1[CH:6]=[CH:5][C:4](=[O:7])[N:3]1[CH2:8][CH2:9][CH2:10][C:11]([OH:13])=O.[OH:14][CH2:15][CH2:16][P:17]([CH2:26][CH2:27][OH:28])(=[O:25])[N:18]([CH3:24])[CH2:19][CH2:20][CH2:21][NH:22][CH3:23].O=C1C=CC(=O)N1CCCC(Cl)=O.OP(O)(O)=O. (2) The reactants are [CH:1]1(B(O)O)[CH2:3][CH2:2]1.Br[C:8]1[CH:13]=[CH:12][C:11](I)=[CH:10][C:9]=1[O:15][CH3:16].C(=O)([O-])[O-].[K+].[K+].C1(P(C2CCCCC2)C2C=CC=CC=2C2C(C(C)C)=CC(C(C)C)=CC=2C(C)C)CCCCC1.[B:66]1([B:66]2[O:70][C:69]([CH3:72])([CH3:71])[C:68]([CH3:74])([CH3:73])[O:67]2)[O:70][C:69]([CH3:72])([CH3:71])[C:68]([CH3:74])([CH3:73])[O:67]1.P([O-])([O-])([O-])=O.[K+].[K+].[K+]. The catalyst is O1CCOCC1.CCCCCCC.C1C=CC(P(C2C=CC=CC=2)[C-]2C=CC=C2)=CC=1.C1C=CC(P(C2C=CC=CC=2)[C-]2C=CC=C2)=CC=1.Cl[Pd]Cl.[Fe+2].C(Cl)Cl.C1C=CC(/C=C/C(/C=C/C2C=CC=CC=2)=O)=CC=1.C1C=CC(/C=C/C(/C=C/C2C=CC=CC=2)=O)=CC=1.C1C=CC(/C=C/C(/C=C/C2C=CC=CC=2)=O)=CC=1.[Pd].[Pd]. The product is [CH:1]1([C:11]2[CH:12]=[CH:13][C:8]([B:66]3[O:67][C:68]([CH3:73])([CH3:74])[C:69]([CH3:71])([CH3:72])[O:70]3)=[C:9]([O:15][CH3:16])[CH:10]=2)[CH2:3][CH2:2]1. The yield is 0.287. (3) The reactants are Br[C:2]1[CH:3]=[C:4]([N:8]([CH2:23][CH:24]([O:29][Si](C(C)(C)C)(C)C)[C:25]([F:28])([F:27])[F:26])[CH2:9][C:10]2[CH:15]=[CH:14][CH:13]=[C:12]([O:16][C:17]([F:22])([F:21])[CH:18]([F:20])[F:19])[CH:11]=2)[CH:5]=[CH:6][CH:7]=1.C(=O)([O-])[O-].[Cs+].[Cs+].[Cl:43][C:44]1[CH:49]=[CH:48][C:47]([OH:50])=[CH:46][C:45]=1[CH2:51][CH3:52].C1(C(O)=O)C2C(=CC=CC=2)C=CC=1. The catalyst is CC(N(C)C)=O.C1(C)C=CC=CC=1. The product is [Cl:43][C:44]1[CH:49]=[CH:48][C:47]([O:50][C:2]2[CH:3]=[C:4]([N:8]([CH2:9][C:10]3[CH:15]=[CH:14][CH:13]=[C:12]([O:16][C:17]([F:22])([F:21])[CH:18]([F:19])[F:20])[CH:11]=3)[CH2:23][CH:24]([OH:29])[C:25]([F:27])([F:26])[F:28])[CH:5]=[CH:6][CH:7]=2)=[CH:46][C:45]=1[CH2:51][CH3:52]. The yield is 0.230. (4) The reactants are [CH3:1][O:2][C:3]1[CH:10]=[CH:9][C:8]([O:11]COC)=[CH:7][C:4]=1[CH:5]=[O:6].Cl.C([O-])([O-])=O.[K+].[K+]. The catalyst is C1COCC1.O. The product is [OH:11][C:8]1[CH:9]=[CH:10][C:3]([O:2][CH3:1])=[C:4]([CH:7]=1)[CH:5]=[O:6]. The yield is 0.746. (5) The reactants are [NH2:1][C:2]1[CH:3]=[N:4][CH:5]=[CH:6][CH:7]=1.C(=O)([O-])[O-].[K+].[K+].CC(C)=O.[C:18](Cl)(=[O:22])[O:19][CH2:20][CH3:21]. The catalyst is O. The product is [NH:4]1[CH2:5][CH2:6][CH2:7][CH:2]([NH:1][C:18](=[O:22])[O:19][CH2:20][CH3:21])[CH2:3]1. The yield is 0.721. (6) The reactants are [CH3:1][O:2][C:3]1[N:8]=[CH:7][C:6]([NH:9][C:10]2[C:15]([C:16]3[N:21]=[C:20]([CH3:22])[N:19]=[C:18](SC)[N:17]=3)=[CH:14][N:13]=[C:12]([C:25]3[CH:30]=[CH:29][N:28]=[CH:27][CH:26]=3)[N:11]=2)=[CH:5][CH:4]=1.[NH3:31]. The catalyst is O1CCOCC1. The product is [CH3:1][O:2][C:3]1[N:8]=[CH:7][C:6]([NH:9][C:10]2[C:15]([C:16]3[N:21]=[C:20]([CH3:22])[N:19]=[C:18]([NH2:31])[N:17]=3)=[CH:14][N:13]=[C:12]([C:25]3[CH:30]=[CH:29][N:28]=[CH:27][CH:26]=3)[N:11]=2)=[CH:5][CH:4]=1. The yield is 0.540.